The task is: Predict the reaction yield, written as a fraction of the theoretical maximum amount of product (1.0 means a 100% yield; for example, 0.34 means a 34% yield).. This data is from Reaction yield outcomes from USPTO patents with 853,638 reactions. (1) The reactants are [CH3:1][O:2][C:3]([C:5]1([C:8]2[CH:13]=[CH:12][C:11]([OH:14])=[C:10]([C:15](=[N:17][OH:18])[CH3:16])[CH:9]=2)[CH2:7][CH2:6]1)=[O:4].[CH3:19][C:20](OC(C)=O)=[O:21]. No catalyst specified. The product is [C:20]([O:18]/[N:17]=[C:15](/[C:10]1[CH:9]=[C:8]([C:5]2([C:3]([O:2][CH3:1])=[O:4])[CH2:7][CH2:6]2)[CH:13]=[CH:12][C:11]=1[OH:14])\[CH3:16])(=[O:21])[CH3:19]. The yield is 0.990. (2) The reactants are [N+:1]([O-:4])(O)=[O:2].[Br:5][C:6]1[CH:11]=[CH:10][CH:9]=[C:8]([CH2:12][CH3:13])[N+:7]=1[O-:14].OS(O)(=O)=O.[OH-].[Na+]. No catalyst specified. The product is [Br:5][C:6]1[CH:11]=[C:10]([N+:1]([O-:4])=[O:2])[CH:9]=[C:8]([CH2:12][CH3:13])[N+:7]=1[O-:14]. The yield is 0.650. (3) The reactants are [CH2:1]([O:3][CH2:4][C:5]1[N:6]([CH2:18][C:19]2([NH:25]C(=O)OC(C)(C)C)[CH2:24][CH2:23][CH2:22][CH2:21][CH2:20]2)[C:7]2[C:16]3[CH:15]=[CH:14][CH:13]=[CH:12][C:11]=3[N:10]=[CH:9][C:8]=2[N:17]=1)[CH3:2].Cl. The catalyst is C(O)C. The product is [CH2:1]([O:3][CH2:4][C:5]1[N:6]([CH2:18][C:19]2([NH2:25])[CH2:24][CH2:23][CH2:22][CH2:21][CH2:20]2)[C:7]2[C:16]3[CH:15]=[CH:14][CH:13]=[CH:12][C:11]=3[N:10]=[CH:9][C:8]=2[N:17]=1)[CH3:2]. The yield is 0.790. (4) The product is [CH2:18]([O:20][C:21](=[O:30])[C:22]([OH:29])([C:23](=[O:24])[NH:1][C@@H:2]1[C:8](=[O:9])[NH:7][C:6]2[CH:10]=[CH:11][CH:12]=[CH:13][C:5]=2[C:4]2[CH:14]=[CH:15][CH:16]=[CH:17][C:3]1=2)[CH2:26][CH2:27][CH3:28])[CH3:19]. The reactants are [NH2:1][C@@H:2]1[C:8](=[O:9])[NH:7][C:6]2[CH:10]=[CH:11][CH:12]=[CH:13][C:5]=2[C:4]2[CH:14]=[CH:15][CH:16]=[CH:17][C:3]1=2.[CH2:18]([O:20][C:21](=[O:30])[C:22]([OH:29])([CH2:26][CH2:27][CH3:28])[C:23](O)=[O:24])[CH3:19].O.ON1C2C=CC=CC=2N=N1.C(N(C(C)C)CC)(C)C.Cl.CN(C)CCCN=C=NCC. The catalyst is O1CCCC1. The yield is 0.710.